Dataset: Reaction yield outcomes from USPTO patents with 853,638 reactions. Task: Predict the reaction yield, written as a fraction of the theoretical maximum amount of product (1.0 means a 100% yield; for example, 0.34 means a 34% yield). (1) The yield is 1.00. No catalyst specified. The product is [Cl:1][C:2]1[N:7]=[C:6]([CH:8]=[O:17])[C:5]([O:10][CH3:11])=[C:4]([Cl:12])[N:3]=1. The reactants are [Cl:1][C:2]1[N:7]=[C:6]([CH:8]=C)[C:5]([O:10][CH3:11])=[C:4]([Cl:12])[N:3]=1.ClCCl.C[OH:17]. (2) The reactants are [S:1]1[C:5]2[CH:6]=[CH:7][CH:8]=[CH:9][C:4]=2[N:3]=[C:2]1[O:10][C:11]1[CH:12]=[CH:13][C:14]2[CH:18]=[C:17]([CH2:19]O)[S:16][C:15]=2[CH:21]=1.S(Cl)([Cl:24])=O. The catalyst is C(Cl)Cl. The product is [Cl:24][CH2:19][C:17]1[S:16][C:15]2[CH:21]=[C:11]([O:10][C:2]3[S:1][C:5]4[CH:6]=[CH:7][CH:8]=[CH:9][C:4]=4[N:3]=3)[CH:12]=[CH:13][C:14]=2[CH:18]=1. The yield is 0.650. (3) The reactants are [CH3:1][O:2][CH2:3][CH2:4][O:5][CH2:6][CH2:7][O:8][CH2:9][CH2:10][O:11][CH2:12][CH2:13]O.C1C(=O)N([O:22][C:23]([O:25][N:26]2[C:31](=[O:32])[CH2:30][CH2:29][C:27]2=[O:28])=[O:24])C(=O)C1.C(N(CC)CC)C.C(OCC)(=O)C.CO. The catalyst is C(#N)C. The product is [CH3:1][O:2][CH2:3][CH2:4][O:5][CH2:6][CH2:7][O:8][CH2:9][CH2:10][O:11][CH2:12][CH2:13][O:22][C:23](=[O:24])[O:25][N:26]1[C:27](=[O:28])[CH2:29][CH2:30][C:31]1=[O:32]. The yield is 0.280. (4) The reactants are [H-].[Na+].[F:3][C:4]1[CH:9]=[C:8]([C:10]2[N:15]=[C:14]3[N:16]([CH2:19][C:20]4[CH:21]=[C:22]5[C:27](=[CH:28][CH:29]=4)[N:26]=[CH:25][CH:24]=[CH:23]5)[N:17]=[N:18][C:13]3=[CH:12][CH:11]=2)[CH:7]=[CH:6][C:5]=1[CH2:30][OH:31].[CH3:32]I. The catalyst is CN(C=O)C. The product is [F:3][C:4]1[CH:9]=[C:8]([C:10]2[N:15]=[C:14]3[N:16]([CH2:19][C:20]4[CH:21]=[C:22]5[C:27](=[CH:28][CH:29]=4)[N:26]=[CH:25][CH:24]=[CH:23]5)[N:17]=[N:18][C:13]3=[CH:12][CH:11]=2)[CH:7]=[CH:6][C:5]=1[CH2:30][O:31][CH3:32]. The yield is 0.320.